This data is from Forward reaction prediction with 1.9M reactions from USPTO patents (1976-2016). The task is: Predict the product of the given reaction. (1) The product is: [CH2:22]([O:24][C:25](=[O:30])[C:26]([O:14][C:10]1[CH:11]=[CH:12][CH:13]=[C:8]([NH:7][C:6]([O:5][C:1]([CH3:4])([CH3:2])[CH3:3])=[O:15])[CH:9]=1)([CH3:28])[CH3:27])[CH3:23]. Given the reactants [C:1]([O:5][C:6](=[O:15])[NH:7][C:8]1[CH:13]=[CH:12][CH:11]=[C:10]([OH:14])[CH:9]=1)([CH3:4])([CH3:3])[CH3:2].C(=O)([O-])[O-].[K+].[K+].[CH2:22]([O:24][C:25](=[O:30])[C:26](Br)([CH3:28])[CH3:27])[CH3:23], predict the reaction product. (2) Given the reactants [CH3:1][N:2]1[CH:15]([CH3:16])[CH2:14][C:5]2[NH:6][C:7]3[CH:8]=[CH:9][C:10]([CH3:13])=[CH:11][C:12]=3[C:4]=2[CH2:3]1.[H-].[Na+].[CH3:19][C:20]1([C:23]2[CH:24]=[N:25][CH:26]=[CH:27][CH:28]=2)[CH2:22][O:21]1, predict the reaction product. The product is: [N:25]1[CH:26]=[CH:27][CH:28]=[C:23]([C:20]([OH:21])([CH3:22])[CH2:19][N:6]2[C:7]3[CH:8]=[CH:9][C:10]([CH3:13])=[CH:11][C:12]=3[C:4]3[CH2:3][N:2]([CH3:1])[CH:15]([CH3:16])[CH2:14][C:5]2=3)[CH:24]=1.